Dataset: Catalyst prediction with 721,799 reactions and 888 catalyst types from USPTO. Task: Predict which catalyst facilitates the given reaction. (1) Reactant: Cl[C:2]1[C:11]([C:12]2[CH:17]=[CH:16][CH:15]=[CH:14][CH:13]=2)=[C:10]([Cl:18])[C:9]2[C:4](=[CH:5][CH:6]=[C:7]([C:19]([C:31]3[N:35]([CH3:36])[CH:34]=[N:33][CH:32]=3)([C:21]3[CH:22]=[N:23][C:24]([C:27]([F:30])([F:29])[F:28])=[CH:25][CH:26]=3)[OH:20])[CH:8]=2)[N:3]=1.[F:37][C:38]([F:42])([F:41])[CH2:39][OH:40].C1(C)C=CC=CC=1.[H-].[Na+]. Product: [Cl:18][C:10]1[C:9]2[C:4](=[CH:5][CH:6]=[C:7]([C:19]([C:31]3[N:35]([CH3:36])[CH:34]=[N:33][CH:32]=3)([C:21]3[CH:22]=[N:23][C:24]([C:27]([F:29])([F:30])[F:28])=[CH:25][CH:26]=3)[OH:20])[CH:8]=2)[N:3]=[C:2]([O:40][CH2:39][C:38]([F:42])([F:41])[F:37])[C:11]=1[C:12]1[CH:13]=[CH:14][CH:15]=[CH:16][CH:17]=1. The catalyst class is: 25. (2) Reactant: [C:1]([C:3]1[CH:8]=[CH:7][C:6]([CH2:9][CH2:10][CH:11](/[CH:23]=[CH:24]/[C:25]2[CH:30]=[CH:29][CH:28]=[CH:27][C:26]=2[OH:31])[CH2:12][C:13]2[CH:22]=[CH:21][C:16]([C:17]([O:19][CH3:20])=[O:18])=[CH:15][CH:14]=2)=[CH:5][CH:4]=1)#[N:2].[F:32][C:33]([F:43])([F:42])[C:34]1[CH:41]=[CH:40][CH:39]=[CH:38][C:35]=1[CH2:36]Br.C(=O)([O-])[O-].[K+].[K+]. Product: [C:1]([C:3]1[CH:8]=[CH:7][C:6]([CH2:9][CH2:10][CH:11](/[CH:23]=[CH:24]/[C:25]2[CH:30]=[CH:29][CH:28]=[CH:27][C:26]=2[O:31][CH2:36][C:35]2[CH:38]=[CH:39][CH:40]=[CH:41][C:34]=2[C:33]([F:32])([F:42])[F:43])[CH2:12][C:13]2[CH:14]=[CH:15][C:16]([C:17]([O:19][CH3:20])=[O:18])=[CH:21][CH:22]=2)=[CH:5][CH:4]=1)#[N:2]. The catalyst class is: 10. (3) Reactant: [CH2:1]([O:3][C:4]([CH2:6][N:7]1[C:12](=[O:13])[CH:11]=[CH:10][C:9]([C:14](Cl)=[O:15])=[CH:8]1)=[O:5])[CH3:2].[N:17]1[CH:22]=[CH:21][CH:20]=[C:19]([C:23]2[CH:27]=[C:26]([C:28]([F:31])([F:30])[F:29])[N:25]([C:32]3[N:37]=[CH:36][C:35]([NH2:38])=[CH:34][CH:33]=3)[N:24]=2)[CH:18]=1. Product: [CH2:1]([O:3][C:4](=[O:5])[CH2:6][N:7]1[CH:8]=[C:9]([C:14](=[O:15])[NH:38][C:35]2[CH:36]=[N:37][C:32]([N:25]3[C:26]([C:28]([F:30])([F:31])[F:29])=[CH:27][C:23]([C:19]4[CH:18]=[N:17][CH:22]=[CH:21][CH:20]=4)=[N:24]3)=[CH:33][CH:34]=2)[CH:10]=[CH:11][C:12]1=[O:13])[CH3:2]. The catalyst class is: 17. (4) Reactant: [C:1]([NH:9][C:10]1[CH:22]=[C:21]([C:23]2[CH:28]=[CH:27][CH:26]=[C:25]([CH2:29][OH:30])[CH:24]=2)[CH:20]=[CH:19][C:11]=1[C:12]([O:14]C(C)(C)C)=[O:13])(=[O:8])[C:2]1[CH:7]=[CH:6][CH:5]=[CH:4][CH:3]=1. Product: [C:1]([NH:9][C:10]1[CH:22]=[C:21]([C:23]2[CH:28]=[CH:27][CH:26]=[C:25]([CH2:29][OH:30])[CH:24]=2)[CH:20]=[CH:19][C:11]=1[C:12]([OH:14])=[O:13])(=[O:8])[C:2]1[CH:7]=[CH:6][CH:5]=[CH:4][CH:3]=1. The catalyst class is: 55. (5) Reactant: [C:1]([O:5][C:6]([N:8]1[CH2:13][CH2:12][CH2:11][C:10]([CH2:15]O)([CH3:14])[CH2:9]1)=[O:7])([CH3:4])([CH3:3])[CH3:2].CCN(CC)CC.[CH3:24][S:25](Cl)(=[O:27])=[O:26].CCOCC. Product: [C:1]([O:5][C:6]([N:8]1[CH2:13][CH2:12][CH2:11][C:10]([CH2:15][S:25]([CH3:24])(=[O:27])=[O:26])([CH3:14])[CH2:9]1)=[O:7])([CH3:4])([CH3:3])[CH3:2]. The catalyst class is: 2. (6) Reactant: [Cl:1][C:2]1[C:7]([NH:8][C:9](=[O:17])[CH2:10][C:11]2[CH:16]=[CH:15][CH:14]=[CH:13][CH:12]=2)=[CH:6][N:5]=[C:4]([C:18]2[CH:23]=[CH:22][CH:21]=[CH:20][CH:19]=2)[N:3]=1.[CH2:24]([NH2:31])[C:25]1[CH:30]=[CH:29][CH:28]=[CH:27][CH:26]=1.C(N(CC)CC)C. Product: [ClH:1].[CH2:24]([NH:31][C:2]1[C:7]([NH:8][C:9](=[O:17])[CH2:10][C:11]2[CH:16]=[CH:15][CH:14]=[CH:13][CH:12]=2)=[CH:6][N:5]=[C:4]([C:18]2[CH:23]=[CH:22][CH:21]=[CH:20][CH:19]=2)[N:3]=1)[C:25]1[CH:30]=[CH:29][CH:28]=[CH:27][CH:26]=1. The catalyst class is: 32. (7) Reactant: [Cl:1][C:2]1[N:3]=[C:4](Cl)[C:5]2[CH:10]=[CH:9][N:8]([CH2:11][O:12][CH2:13][CH2:14][Si:15]([CH3:18])([CH3:17])[CH3:16])[C:6]=2[N:7]=1.[OH-].[NH4+:21]. Product: [Cl:1][C:2]1[N:3]=[C:4]([NH2:21])[C:5]2[CH:10]=[CH:9][N:8]([CH2:11][O:12][CH2:13][CH2:14][Si:15]([CH3:18])([CH3:17])[CH3:16])[C:6]=2[N:7]=1. The catalyst class is: 12. (8) Reactant: [Cl:1][C:2]1[CH:3]=[C:4]([C:8](=O)[CH3:9])[CH:5]=[CH:6][CH:7]=1.C(O)=O.C([NH2:16])=O. Product: [Cl:1][C:2]1[CH:3]=[C:4]([CH:8]([NH2:16])[CH3:9])[CH:5]=[CH:6][CH:7]=1. The catalyst class is: 6.